From a dataset of Forward reaction prediction with 1.9M reactions from USPTO patents (1976-2016). Predict the product of the given reaction. (1) Given the reactants [CH2:1]([O:3][C:4](=[O:16])[CH2:5][C:6]1[C:10]2[CH:11]=[CH:12][C:13]([OH:15])=[CH:14][C:9]=2[S:8][CH:7]=1)[CH3:2].C(N(CC)CC)C.[O:24](S(C(F)(F)F)(=O)=O)[S:25]([C:28]([F:31])([F:30])[F:29])(=O)=[O:26].O, predict the reaction product. The product is: [CH2:1]([O:3][C:4](=[O:16])[CH2:5][C:6]1[C:10]2[CH:11]=[CH:12][C:13]([O:15][S:25]([C:28]([F:31])([F:30])[F:29])(=[O:26])=[O:24])=[CH:14][C:9]=2[S:8][CH:7]=1)[CH3:2]. (2) The product is: [F:8][C:6]1[CH:5]=[C:4]([CH2:9][C:10]([NH:13][C@H:14]([C:16]([C:18]2([NH2:37])[N:24]=[C:23]([CH:25]3[CH2:30][CH2:29][CH2:28][CH2:27][CH2:26]3)[C:22]3[CH:31]=[CH:32][CH:33]=[CH:34][C:21]=3[N:20]([CH3:35])[C:19]2=[O:36])=[O:17])[CH3:15])=[O:12])[CH:3]=[C:2]([F:1])[CH:7]=1. Given the reactants [F:1][C:2]1[CH:3]=[C:4]([CH2:9][C:10]([OH:12])=O)[CH:5]=[C:6]([F:8])[CH:7]=1.[NH2:13][C@H:14]([C:16]([C:18]1([NH2:37])[N:24]=[C:23]([CH:25]2[CH2:30][CH2:29][CH2:28][CH2:27][CH2:26]2)[C:22]2[CH:31]=[CH:32][CH:33]=[CH:34][C:21]=2[N:20]([CH3:35])[C:19]1=[O:36])=[O:17])[CH3:15], predict the reaction product.